The task is: Regression. Given two drug SMILES strings and cell line genomic features, predict the synergy score measuring deviation from expected non-interaction effect.. This data is from NCI-60 drug combinations with 297,098 pairs across 59 cell lines. (1) Drug 1: C1=CC(=CC=C1CCC2=CNC3=C2C(=O)NC(=N3)N)C(=O)NC(CCC(=O)O)C(=O)O. Drug 2: C1CC(C1)(C(=O)O)C(=O)O.[NH2-].[NH2-].[Pt+2]. Cell line: COLO 205. Synergy scores: CSS=49.4, Synergy_ZIP=-1.21, Synergy_Bliss=0.751, Synergy_Loewe=-0.144, Synergy_HSA=4.21. (2) Drug 1: C1=CC(=CC=C1CCCC(=O)O)N(CCCl)CCCl. Drug 2: CC1=C(C(=O)C2=C(C1=O)N3CC4C(C3(C2COC(=O)N)OC)N4)N. Cell line: NCI/ADR-RES. Synergy scores: CSS=16.0, Synergy_ZIP=-8.01, Synergy_Bliss=0.102, Synergy_Loewe=-5.68, Synergy_HSA=-1.43. (3) Drug 1: C1CN1P(=S)(N2CC2)N3CC3. Drug 2: CC(C)CN1C=NC2=C1C3=CC=CC=C3N=C2N. Cell line: SN12C. Synergy scores: CSS=30.5, Synergy_ZIP=-8.27, Synergy_Bliss=-2.74, Synergy_Loewe=-1.71, Synergy_HSA=-1.51. (4) Drug 1: CS(=O)(=O)CCNCC1=CC=C(O1)C2=CC3=C(C=C2)N=CN=C3NC4=CC(=C(C=C4)OCC5=CC(=CC=C5)F)Cl. Drug 2: C1CC(=O)NC(=O)C1N2C(=O)C3=CC=CC=C3C2=O. Cell line: HOP-62. Synergy scores: CSS=6.46, Synergy_ZIP=1.49, Synergy_Bliss=-1.63, Synergy_Loewe=-1.44, Synergy_HSA=-2.15. (5) Drug 1: C1=CC(=CC=C1CCCC(=O)O)N(CCCl)CCCl. Drug 2: COC1=NC(=NC2=C1N=CN2C3C(C(C(O3)CO)O)O)N. Cell line: SK-OV-3. Synergy scores: CSS=-1.86, Synergy_ZIP=1.99, Synergy_Bliss=0.888, Synergy_Loewe=-4.57, Synergy_HSA=-3.32. (6) Drug 1: COC1=C(C=C2C(=C1)N=CN=C2NC3=CC(=C(C=C3)F)Cl)OCCCN4CCOCC4. Drug 2: CC=C1C(=O)NC(C(=O)OC2CC(=O)NC(C(=O)NC(CSSCCC=C2)C(=O)N1)C(C)C)C(C)C. Cell line: NCI-H322M. Synergy scores: CSS=67.1, Synergy_ZIP=2.94, Synergy_Bliss=1.91, Synergy_Loewe=7.21, Synergy_HSA=7.78. (7) Drug 1: CC1=C2C(C(=O)C3(C(CC4C(C3C(C(C2(C)C)(CC1OC(=O)C(C(C5=CC=CC=C5)NC(=O)OC(C)(C)C)O)O)OC(=O)C6=CC=CC=C6)(CO4)OC(=O)C)OC)C)OC. Drug 2: CC1=C(N=C(N=C1N)C(CC(=O)N)NCC(C(=O)N)N)C(=O)NC(C(C2=CN=CN2)OC3C(C(C(C(O3)CO)O)O)OC4C(C(C(C(O4)CO)O)OC(=O)N)O)C(=O)NC(C)C(C(C)C(=O)NC(C(C)O)C(=O)NCCC5=NC(=CS5)C6=NC(=CS6)C(=O)NCCC[S+](C)C)O. Cell line: OVCAR3. Synergy scores: CSS=52.8, Synergy_ZIP=1.72, Synergy_Bliss=0.550, Synergy_Loewe=-5.16, Synergy_HSA=3.01. (8) Drug 1: C1CC(=O)NC(=O)C1N2CC3=C(C2=O)C=CC=C3N. Drug 2: C(=O)(N)NO. Cell line: OVCAR3. Synergy scores: CSS=-0.358, Synergy_ZIP=-0.439, Synergy_Bliss=-0.625, Synergy_Loewe=-2.13, Synergy_HSA=-2.39. (9) Drug 1: C1C(C(OC1N2C=C(C(=O)NC2=O)F)CO)O. Drug 2: CCC1(CC2CC(C3=C(CCN(C2)C1)C4=CC=CC=C4N3)(C5=C(C=C6C(=C5)C78CCN9C7C(C=CC9)(C(C(C8N6C=O)(C(=O)OC)O)OC(=O)C)CC)OC)C(=O)OC)O.OS(=O)(=O)O. Cell line: NCI-H226. Synergy scores: CSS=15.4, Synergy_ZIP=-3.09, Synergy_Bliss=-0.179, Synergy_Loewe=2.57, Synergy_HSA=0.758. (10) Drug 1: CS(=O)(=O)C1=CC(=C(C=C1)C(=O)NC2=CC(=C(C=C2)Cl)C3=CC=CC=N3)Cl. Drug 2: CC1=C(C(CCC1)(C)C)C=CC(=CC=CC(=CC(=O)O)C)C. Cell line: OVCAR-5. Synergy scores: CSS=11.3, Synergy_ZIP=-2.43, Synergy_Bliss=0.705, Synergy_Loewe=-0.800, Synergy_HSA=-1.04.